From a dataset of Full USPTO retrosynthesis dataset with 1.9M reactions from patents (1976-2016). Predict the reactants needed to synthesize the given product. (1) Given the product [NH2:1][C:2]1[C:3]([CH3:23])=[C:4]2[C:8](=[CH:9][C:10]=1[NH2:11])[C:7](=[O:14])[N:6]([CH:15]1[CH2:16][CH2:17][N:18]([CH3:21])[CH2:19][CH2:20]1)[C:5]2=[O:22], predict the reactants needed to synthesize it. The reactants are: [NH2:1][C:2]1[C:3]([CH3:23])=[C:4]2[C:8](=[CH:9][C:10]=1[N+:11]([O-])=O)[C:7](=[O:14])[N:6]([CH:15]1[CH2:20][CH2:19][N:18]([CH3:21])[CH2:17][CH2:16]1)[C:5]2=[O:22]. (2) Given the product [Br:11][C:6]1[C:7]([OH:10])=[CH:8][CH:9]=[C:2]([OH:1])[C:3]=1[CH:4]=[O:5], predict the reactants needed to synthesize it. The reactants are: [OH:1][C:2]1[CH:9]=[CH:8][C:7]([OH:10])=[CH:6][C:3]=1[CH:4]=[O:5].[Br:11]Br.[NH4+].[Cl-]. (3) Given the product [C:34]([O:38][C:39]([NH:41][C:42]1[S:46][C:45]([C:47]2[C:52]([F:53])=[CH:51][CH:50]=[CH:49][C:48]=2[F:54])=[N:44][C:43]=1[C:55]([NH:18][C:17]1[C:12]([N:8]2[CH2:9][C@H:10]([CH3:11])[C@@H:5]([OH:4])[C@H:6]([NH:26][C:27](=[O:28])[O:29][C:30]([CH3:31])([CH3:33])[CH3:32])[CH2:7]2)=[C:13]2[CH2:21][CH2:20][CH:19]([OH:22])[C:14]2=[N:15][CH:16]=1)=[O:56])=[O:40])([CH3:37])([CH3:35])[CH3:36], predict the reactants needed to synthesize it. The reactants are: C([O:4][C@@H:5]1[C@@H:10]([CH3:11])[CH2:9][N:8]([C:12]2[C:17]([NH2:18])=[CH:16][N:15]=[C:14]3[CH:19]([O:22]C(=O)C)[CH2:20][CH2:21][C:13]=23)[CH2:7][C@H:6]1[NH:26][C:27]([O:29][C:30]([CH3:33])([CH3:32])[CH3:31])=[O:28])(=O)C.[C:34]([O:38][C:39]([NH:41][C:42]1[S:46][C:45]([C:47]2[C:52]([F:53])=[CH:51][CH:50]=[CH:49][C:48]=2[F:54])=[N:44][C:43]=1[C:55](O)=[O:56])=[O:40])([CH3:37])([CH3:36])[CH3:35].CN(C(ON1N=NC2C=CC=NC1=2)=[N+](C)C)C.F[P-](F)(F)(F)(F)F.CCN(C(C)C)C(C)C. (4) Given the product [N:11]([C:6]1[CH:7]=[CH:8][CH:9]=[CH:10][C:5]=1[O:4][CH2:3][C:2]([F:12])([F:13])[F:1])=[C:28]=[S:29], predict the reactants needed to synthesize it. The reactants are: [F:1][C:2]([F:13])([F:12])[CH2:3][O:4][C:5]1[CH:10]=[CH:9][CH:8]=[CH:7][C:6]=1[NH2:11].C(OC1C=CC(C(N)=O)=CC=1N=[C:28]=[S:29])(C)C.